From a dataset of Forward reaction prediction with 1.9M reactions from USPTO patents (1976-2016). Predict the product of the given reaction. (1) Given the reactants [CH2:1]([O:3][C:4]1([C:7]2[CH:12]=[CH:11][C:10]([C:13]#[C:14][C:15]3[CH:20]=[CH:19][C:18]([CH2:21][C:22]([O:24]C)=[O:23])=[CH:17][CH:16]=3)=[CH:9][C:8]=2[C:26]([CH3:29])([CH3:28])[CH3:27])[CH2:6][CH2:5]1)[CH3:2].[OH-].[Na+], predict the reaction product. The product is: [CH2:1]([O:3][C:4]1([C:7]2[CH:12]=[CH:11][C:10]([C:13]#[C:14][C:15]3[CH:16]=[CH:17][C:18]([CH2:21][C:22]([OH:24])=[O:23])=[CH:19][CH:20]=3)=[CH:9][C:8]=2[C:26]([CH3:27])([CH3:29])[CH3:28])[CH2:6][CH2:5]1)[CH3:2]. (2) Given the reactants [CH3:1][O:2][C:3]1[CH:4]=[C:5]([CH:27]=[CH:28][C:29]=1[O:30][CH3:31])[CH2:6][NH:7][C:8](=[O:26])[C:9]1[CH:14]=[C:13]([N+:15]([O-:17])=[O:16])[CH:12]=[CH:11][C:10]=1[NH:18][C@H:19]1[CH2:24][CH2:23][C@@H:22]([OH:25])[CH2:21][CH2:20]1.C(N(CC)CC)C.[C:39](Cl)(=[O:41])[CH3:40], predict the reaction product. The product is: [C:39]([O:25][C@@H:22]1[CH2:21][CH2:20][C@H:19]([NH:18][C:10]2[CH:11]=[CH:12][C:13]([N+:15]([O-:17])=[O:16])=[CH:14][C:9]=2[C:8]([NH:7][CH2:6][C:5]2[CH:27]=[CH:28][C:29]([O:30][CH3:31])=[C:3]([O:2][CH3:1])[CH:4]=2)=[O:26])[CH2:24][CH2:23]1)(=[O:41])[CH3:40]. (3) Given the reactants [F:1][C:2]1[CH:3]=[C:4]([CH:40]=[C:41]([F:43])[CH:42]=1)[CH2:5][C@@H:6]([C@@H:10]([CH:12]1[CH2:21][C:20]2[C:15](=[C:16]([O:22][Si:23]([CH:30]([CH3:32])[CH3:31])([CH:27]([CH3:29])[CH3:28])[CH:24]([CH3:26])[CH3:25])[CH:17]=[CH:18][CH:19]=2)[CH2:14][N:13]1[C:33]([O:35][C:36]([CH3:39])([CH3:38])[CH3:37])=[O:34])[OH:11])C(O)=O.C1(P(N=[N+]=[N-])(C2C=CC=CC=2)=[O:51])C=CC=CC=1.C([N:63]([CH2:66]C)CC)C, predict the reaction product. The product is: [F:43][C:41]1[CH:40]=[C:4]([CH:3]=[C:2]([F:1])[CH:42]=1)[CH2:5][C@H:6]1[C@@H:10]([C@H:12]2[CH2:21][C:20]3[C:15](=[C:16]([O:22][Si:23]([CH:30]([CH3:32])[CH3:31])([CH:24]([CH3:25])[CH3:26])[CH:27]([CH3:29])[CH3:28])[CH:17]=[CH:18][CH:19]=3)[CH2:14][N:13]2[C:33]([O:35][C:36]([CH3:39])([CH3:38])[CH3:37])=[O:34])[O:11][C:66](=[O:51])[NH:63]1.